This data is from Full USPTO retrosynthesis dataset with 1.9M reactions from patents (1976-2016). The task is: Predict the reactants needed to synthesize the given product. (1) Given the product [C:12]1([C:18]2[NH:22][N:21]=[C:20]([C:23]([N:6]3[CH:7]4[CH2:10][CH2:11][N:3]([CH2:9][CH2:8]4)[CH2:4][CH2:5]3)=[O:24])[CH:19]=2)[CH:13]=[CH:14][CH:15]=[CH:16][CH:17]=1, predict the reactants needed to synthesize it. The reactants are: Cl.Cl.[N:3]12[CH2:11][CH2:10][CH:7]([CH2:8][CH2:9]1)[NH:6][CH2:5][CH2:4]2.[C:12]1([C:18]2[NH:22][N:21]=[C:20]([C:23](O)=[O:24])[CH:19]=2)[CH:17]=[CH:16][CH:15]=[CH:14][CH:13]=1. (2) Given the product [F:13][C:14]1[CH:15]=[C:16]([CH:20]([O:12][C:3]2[CH:4]=[C:5]([C:8]([F:10])([F:11])[F:9])[CH:6]=[CH:7][C:2]=2[F:1])[CH2:21][CH2:22][CH2:23][CH2:24][CH2:25][N:26]2[CH2:27][CH2:28][CH:29]([C:32]3[CH:33]=[C:34]([NH:38][C:39](=[O:43])[CH:40]([CH3:41])[CH3:42])[CH:35]=[CH:36][CH:37]=3)[CH2:30][CH2:31]2)[CH:17]=[CH:18][CH:19]=1, predict the reactants needed to synthesize it. The reactants are: [F:1][C:2]1[CH:7]=[CH:6][C:5]([C:8]([F:11])([F:10])[F:9])=[CH:4][C:3]=1[OH:12].[F:13][C:14]1[CH:15]=[C:16]([CH:20](O)[CH2:21][CH2:22][CH2:23][CH2:24][CH2:25][N:26]2[CH2:31][CH2:30][CH:29]([C:32]3[CH:33]=[C:34]([NH:38][C:39](=[O:43])[CH:40]([CH3:42])[CH3:41])[CH:35]=[CH:36][CH:37]=3)[CH2:28][CH2:27]2)[CH:17]=[CH:18][CH:19]=1.